This data is from Forward reaction prediction with 1.9M reactions from USPTO patents (1976-2016). The task is: Predict the product of the given reaction. (1) Given the reactants Cl[C:2]1[S:6][C:5]([C:7](=[O:9])[CH3:8])=[CH:4][C:3]=1[N+:10]([O-:12])=[O:11].[Cl:13][C:14]1[CH:15]=[N:16][CH:17]=[CH:18][C:19]=1[SH:20], predict the reaction product. The product is: [Cl:13][C:14]1[CH:15]=[N:16][CH:17]=[CH:18][C:19]=1[S:20][C:2]1[S:6][C:5]([C:7](=[O:9])[CH3:8])=[CH:4][C:3]=1[N+:10]([O-:12])=[O:11]. (2) Given the reactants [C:1](#[N:5])[CH:2]([CH3:4])[CH3:3].[Li+].C[Si]([N-][Si](C)(C)C)(C)C.[Br:16][C:17]1[CH:22]=[CH:21][CH:20]=[CH:19][C:18]=1[CH2:23]Br, predict the reaction product. The product is: [Br:16][C:17]1[CH:22]=[CH:21][CH:20]=[CH:19][C:18]=1[CH2:23][C:2]([CH3:4])([CH3:3])[C:1]#[N:5]. (3) Given the reactants [N:1]1[C:6]2[NH:7][CH:8]=[CH:9][C:5]=2[C:4]([N:10]2[C@@H:14]3[CH2:15][N:16]([C:19](=[O:22])[CH:20]=[CH2:21])[CH2:17][CH2:18][C@@H:13]3[CH2:12][CH2:11]2)=[N:3][CH:2]=1.N1C2CN(C(OCC3C=CC=CC=3)=O)CCC2CC1, predict the reaction product. The product is: [N:1]1[C:6]2[NH:7][CH:8]=[CH:9][C:5]=2[C:4]([N:10]2[C@H:14]3[CH2:15][N:16]([C:19](=[O:22])[CH:20]=[CH2:21])[CH2:17][CH2:18][C@H:13]3[CH2:12][CH2:11]2)=[N:3][CH:2]=1. (4) Given the reactants [Cl:1][C:2]1[CH:3]=[CH:4][C:5]([O:11][CH3:12])=[C:6]([B:8]([OH:10])[OH:9])[CH:7]=1.[CH3:13][C:14]([CH2:18]O)([CH2:16]O)[CH3:15], predict the reaction product. The product is: [Cl:1][C:2]1[CH:3]=[CH:4][C:5]([O:11][CH3:12])=[C:6]([B:8]2[O:9][CH2:15][C:14]([CH3:18])([CH3:16])[CH2:13][O:10]2)[CH:7]=1. (5) The product is: [CH3:35][O:15][C:14]([C@@H:3]1[CH2:4][C:5]2[C:13]3[C:8](=[CH:9][CH:10]=[CH:11][CH:12]=3)[NH:7][C:6]=2[C@H:28]([C:27]2[S:26][C:25]3[CH:30]=[CH:31][CH:32]=[CH:33][C:24]=3[C:23]=2[CH3:22])[NH:2]1)=[O:16]. Given the reactants Cl.[NH2:2][C@H:3]([C:14]([OH:16])=[O:15])[CH2:4][C:5]1[C:13]2[C:8](=[CH:9][CH:10]=[CH:11][CH:12]=2)[NH:7][CH:6]=1.C(=O)(O)[O-].[Na+].[CH3:22][C:23]1[C:24]2[CH:33]=[CH:32][CH:31]=[CH:30][C:25]=2[S:26][C:27]=1[CH:28]=O.F[C:35](F)(F)C(O)=O, predict the reaction product.